This data is from Full USPTO retrosynthesis dataset with 1.9M reactions from patents (1976-2016). The task is: Predict the reactants needed to synthesize the given product. (1) Given the product [Cl:5][CH2:20][C:10]1[CH:9]=[C:8]([O:7][CH3:6])[C:17]2[C:12](=[C:13]([O:18][CH3:19])[CH:14]=[CH:15][CH:16]=2)[CH:11]=1, predict the reactants needed to synthesize it. The reactants are: CS([Cl:5])(=O)=O.[CH3:6][O:7][C:8]1[C:17]2[C:12](=[C:13]([O:18][CH3:19])[CH:14]=[CH:15][CH:16]=2)[CH:11]=[C:10]([CH2:20]O)[CH:9]=1.C(N(CC)CC)C. (2) Given the product [N+:1]([CH2:4][C@H:5]([CH2:6][CH2:7][CH3:8])[C:15]([C:10]1[CH:11]=[CH:12][CH:13]=[CH:14][N:9]=1)=[O:16])([O-:3])=[O:2], predict the reactants needed to synthesize it. The reactants are: [N+:1](/[CH:4]=[CH:5]/[CH2:6][CH2:7][CH3:8])([O-:3])=[O:2].[N:9]1[CH:14]=[CH:13][CH:12]=[CH:11][C:10]=1[CH:15]=[O:16].CCOCC.[Na+].[Cl-]. (3) Given the product [C:29]([O:28][C:26]([NH:25][CH2:24][CH2:23][O:22][C:15]1[C:14]([C:33]2[CH:37]=[CH:36][O:35][CH:34]=2)=[CH:13][CH:12]=[C:11]([CH2:10][S:7]([C:1]2[CH:6]=[CH:5][CH:4]=[CH:3][C:2]=2[O:38][CH3:39])(=[O:8])=[O:9])[C:16]=1[C:17]([O:19][CH3:20])=[O:18])=[O:27])([CH3:30])([CH3:32])[CH3:31], predict the reactants needed to synthesize it. The reactants are: [C:1]1([S:7]([CH2:10][C:11]2[C:16]([C:17]([O:19][CH2:20]C)=[O:18])=[C:15]([O:22][CH2:23][CH2:24][NH:25][C:26]([O:28][C:29]([CH3:32])([CH3:31])[CH3:30])=[O:27])[C:14]([C:33]3[CH:37]=[CH:36][O:35][CH:34]=3)=[CH:13][CH:12]=2)(=[O:9])=[O:8])[CH:6]=[CH:5][CH:4]=[CH:3][CH:2]=1.[O:38]1C=CC(C2C(OC)=C(C(CS(C3C=CC=CC=3OC)(=O)=O)=CC=2)C(OC)=O)=[CH:39]1.C(OC(NCCBr)=O)(C)(C)C. (4) Given the product [OH:39][CH2:38][C@H:34]1[CH2:35][CH2:36][CH2:37][N:33]1[C:26]([C:25]1[CH:29]=[CH:30][C:22]([C:19]2[CH:18]=[N:17][C:16]([O:15][CH2:14][CH:11]3[CH2:12][CH2:13][N:8]([CH2:7][C:3]4([C:2]([F:32])([F:1])[F:31])[CH2:6][CH2:5][CH2:4]4)[CH2:9][CH2:10]3)=[CH:21][N:20]=2)=[CH:23][CH:24]=1)=[O:28], predict the reactants needed to synthesize it. The reactants are: [F:1][C:2]([F:32])([F:31])[C:3]1([CH2:7][N:8]2[CH2:13][CH2:12][CH:11]([CH2:14][O:15][C:16]3[N:17]=[CH:18][C:19]([C:22]4[CH:30]=[CH:29][C:25]([C:26]([OH:28])=O)=[CH:24][CH:23]=4)=[N:20][CH:21]=3)[CH2:10][CH2:9]2)[CH2:6][CH2:5][CH2:4]1.[NH:33]1[CH2:37][CH2:36][CH2:35][C@@H:34]1[CH2:38][OH:39].C(Cl)CCl.C1C=CC2N(O)N=NC=2C=1.CCN(C(C)C)C(C)C. (5) Given the product [CH:1]1[CH:2]=[C:3]([N:9]2[CH2:14][CH2:13][N:12]([CH2:15][CH2:16][CH2:17][CH2:18][O:19][C:20]3[CH:21]=[CH:22][C:23]4[CH2:30][CH2:29][C:27](=[O:28])[NH:26][C:24]=4[CH:25]=3)[CH2:11][CH2:10]2)[C:4]([Cl:8])=[C:5]([Cl:7])[CH:6]=1.[C:31]([OH:42])(=[O:41])[C:32]1[CH:40]=[CH:39][C:35]([C:36]([OH:38])=[O:37])=[CH:34][CH:33]=1, predict the reactants needed to synthesize it. The reactants are: [CH:1]1[CH:2]=[C:3]([N:9]2[CH2:14][CH2:13][N:12]([CH2:15][CH2:16][CH2:17][CH2:18][O:19][C:20]3[CH:21]=[CH:22][C:23]4[CH2:30][CH2:29][C:27](=[O:28])[NH:26][C:24]=4[CH:25]=3)[CH2:11][CH2:10]2)[C:4]([Cl:8])=[C:5]([Cl:7])[CH:6]=1.[C:31]([OH:42])(=[O:41])[C:32]1[CH:40]=[CH:39][C:35]([C:36]([OH:38])=[O:37])=[CH:34][CH:33]=1.C(O)C.CS(C)=O. (6) The reactants are: [Cl:1][C:2]1[N:7]=[CH:6][C:5]([CH2:8][N:9]2[C:13]([CH3:14])=[C:12]([C:15]3[CH:20]=[CH:19][C:18]([C:21]#[N:22])=[CH:17][CH:16]=3)[C:11]([C:23]#[N:24])=[C:10]2[CH3:25])=[CH:4][C:3]=1[CH2:26][OH:27].[C:28](O)(=[O:39])[CH2:29][C:30](CC(O)=O)([C:32]([OH:34])=[O:33])O. Given the product [Cl:1][C:2]1[C:3]([CH2:26][O:27][C:28](=[O:39])[CH2:29][CH2:30][C:32]([OH:34])=[O:33])=[CH:4][C:5]([CH2:8][N:9]2[C:13]([CH3:14])=[C:12]([C:15]3[CH:20]=[CH:19][C:18]([C:21]#[N:22])=[CH:17][CH:16]=3)[C:11]([C:23]#[N:24])=[C:10]2[CH3:25])=[CH:6][N:7]=1, predict the reactants needed to synthesize it. (7) The reactants are: CS(C)=O.C(Cl)(=O)C(Cl)=O.C(Cl)Cl.[OH:14][CH2:15][CH:16]1[CH2:19][C:18]([CH2:42][C:43]#[N:44])([N:20]2[CH:24]=[C:23]([C:25]3[C:26]4[CH:33]=[CH:32][N:31]([CH2:34][O:35][CH2:36][CH2:37][Si:38]([CH3:41])([CH3:40])[CH3:39])[C:27]=4[N:28]=[CH:29][N:30]=3)[CH:22]=[N:21]2)[CH2:17]1.C(N(CC)CC)C. Given the product [CH:15]([CH:16]1[CH2:17][C:18]([CH2:42][C:43]#[N:44])([N:20]2[CH:24]=[C:23]([C:25]3[C:26]4[CH:33]=[CH:32][N:31]([CH2:34][O:35][CH2:36][CH2:37][Si:38]([CH3:39])([CH3:41])[CH3:40])[C:27]=4[N:28]=[CH:29][N:30]=3)[CH:22]=[N:21]2)[CH2:19]1)=[O:14], predict the reactants needed to synthesize it. (8) Given the product [CH2:6]([O:13][CH2:14]/[CH:15]=[C:16](\[CH3:33])/[C@@H:17]([N:23]([CH3:1])[C:24]1[CH:29]=[CH:28][CH:27]=[CH:26][C:25]=1[N+:30]([O-:32])=[O:31])[C@@H:18]([CH3:22])/[CH:19]=[CH:20]/[I:21])[C:7]1[CH:12]=[CH:11][CH:10]=[CH:9][CH:8]=1, predict the reactants needed to synthesize it. The reactants are: [CH3:1]N(C=O)C.[CH2:6]([O:13][CH2:14]/[CH:15]=[C:16](\[CH3:33])/[C@@H:17]([NH:23][C:24]1[CH:29]=[CH:28][CH:27]=[CH:26][C:25]=1[N+:30]([O-:32])=[O:31])[C@@H:18]([CH3:22])/[CH:19]=[CH:20]/[I:21])[C:7]1[CH:12]=[CH:11][CH:10]=[CH:9][CH:8]=1.C(=O)([O-])[O-].[K+].[K+].CI.